Dataset: Full USPTO retrosynthesis dataset with 1.9M reactions from patents (1976-2016). Task: Predict the reactants needed to synthesize the given product. (1) Given the product [Cl:19][CH2:15][C:14]1[C:9]([C:5]2[CH:6]=[CH:7][CH:8]=[C:3]([O:2][CH3:1])[CH:4]=2)=[N:10][CH:11]=[CH:12][CH:13]=1, predict the reactants needed to synthesize it. The reactants are: [CH3:1][O:2][C:3]1[CH:4]=[C:5]([C:9]2[C:14]([CH2:15]O)=[CH:13][CH:12]=[CH:11][N:10]=2)[CH:6]=[CH:7][CH:8]=1.S(Cl)([Cl:19])=O. (2) Given the product [Br:20][CH2:18][C:17]([C:4]1[N:5]([S:7]([C:10]2[CH:11]=[CH:12][C:13]([CH3:16])=[CH:14][CH:15]=2)(=[O:9])=[O:8])[CH:6]=[C:2]([F:1])[CH:3]=1)=[O:19], predict the reactants needed to synthesize it. The reactants are: [F:1][C:2]1[CH:3]=[C:4]([C:17](=[O:19])[CH3:18])[N:5]([S:7]([C:10]2[CH:15]=[CH:14][C:13]([CH3:16])=[CH:12][CH:11]=2)(=[O:9])=[O:8])[CH:6]=1.[Br-:20].[Br-].[Br-].[NH+]1C=CC=CC=1.[NH+]1C=CC=CC=1.[NH+]1C=CC=CC=1.Br. (3) Given the product [Cl:27][C:24]1[CH:23]=[CH:22][C:21]([N:14]2[C:13](=[O:28])[C:12]3[C:17](=[C:8]4[C:7](=[CH2:29])[CH2:6][CH2:5][NH:4][C:9]4=[CH:10][CH:11]=3)[N:16]=[C:15]2[CH:18]([CH3:20])[CH3:19])=[CH:26][CH:25]=1, predict the reactants needed to synthesize it. The reactants are: C([N:4]1[C:9]2=[CH:10][CH:11]=[C:12]3[C:17]([N:16]=[C:15]([CH:18]([CH3:20])[CH3:19])[N:14]([C:21]4[CH:26]=[CH:25][C:24]([Cl:27])=[CH:23][CH:22]=4)[C:13]3=[O:28])=[C:8]2[C:7](=[CH2:29])[CH2:6][CH2:5]1)(=O)C.[OH-].[K+].Cl. (4) Given the product [NH2:26][C:4]1[N:3]=[C:2]([C:34]2[CH:33]=[CH:32][C:29]([C:30]#[N:31])=[C:28]([F:27])[CH:35]=2)[CH:7]=[C:6]([N:8]2[CH2:13][CH2:12][O:11][CH:10]([C:14]3[NH:15][C:16]([C:20]4[CH:25]=[CH:24][CH:23]=[CH:22][CH:21]=4)=[C:17]([CH3:19])[N:18]=3)[CH2:9]2)[N:5]=1, predict the reactants needed to synthesize it. The reactants are: Cl[C:2]1[CH:7]=[C:6]([N:8]2[CH2:13][CH2:12][O:11][CH:10]([C:14]3[NH:15][C:16]([C:20]4[CH:25]=[CH:24][CH:23]=[CH:22][CH:21]=4)=[C:17]([CH3:19])[N:18]=3)[CH2:9]2)[N:5]=[C:4]([NH2:26])[N:3]=1.[F:27][C:28]1[CH:35]=[C:34](B2OC(C)(C)C(C)(C)O2)[CH:33]=[CH:32][C:29]=1[C:30]#[N:31].C([O-])([O-])=O.[Na+].[Na+]. (5) Given the product [C:1]([O:5][C:6]([N:8]1[CH2:13][CH2:12][CH:11]([C:14]2[N:15]([CH2:30][CH2:31][OH:32])[CH:16]=[C:17]([C:19]3[CH:24]=[CH:23][C:22]([F:25])=[C:21]([C:26]([F:29])([F:28])[F:27])[CH:20]=3)[N:18]=2)[CH:10]([CH3:39])[CH2:9]1)=[O:7])([CH3:4])([CH3:3])[CH3:2], predict the reactants needed to synthesize it. The reactants are: [C:1]([O:5][C:6]([N:8]1[CH2:13][CH2:12][CH:11]([C:14]2[N:15]([CH2:30][CH2:31][O:32]C3CCCCO3)[CH:16]=[C:17]([C:19]3[CH:24]=[CH:23][C:22]([F:25])=[C:21]([C:26]([F:29])([F:28])[F:27])[CH:20]=3)[N:18]=2)[CH:10]([CH3:39])[CH2:9]1)=[O:7])([CH3:4])([CH3:3])[CH3:2].C1(C)C=CC(S(O)(=O)=O)=CC=1. (6) Given the product [N:21]1[C:22]2[C:27](=[CH:26][CH:25]=[CH:24][CH:23]=2)[CH:28]=[C:19]([NH:18][C:17]([C:13]2[CH:12]=[C:11]3[C:16](=[CH:15][CH:14]=2)[NH:8][CH2:9][CH2:10]3)=[O:29])[CH:20]=1, predict the reactants needed to synthesize it. The reactants are: C(OC([N:8]1[C:16]2[C:11](=[CH:12][C:13]([C:17](=[O:29])[NH:18][C:19]3[CH:20]=[N:21][C:22]4[C:27]([CH:28]=3)=[CH:26][CH:25]=[CH:24][CH:23]=4)=[CH:14][CH:15]=2)[CH2:10][CH2:9]1)=O)(C)(C)C. (7) Given the product [ClH:1].[CH3:18][C@H:5]1[CH2:6][NH:7][CH2:8][C@@H:9]([CH3:10])[N:4]1[C:2]([O:23][CH2:22][C:21]1[CH:24]=[CH:25][C:26]([CH3:28])=[CH:27][C:20]=1[CH3:19])=[O:3], predict the reactants needed to synthesize it. The reactants are: [Cl:1][C:2]([N:4]1[C@H:9]([CH3:10])[CH2:8][N:7](C(OC(C)(C)C)=O)[CH2:6][C@@H:5]1[CH3:18])=[O:3].[CH3:19][C:20]1[CH:27]=[C:26]([CH3:28])[CH:25]=[CH:24][C:21]=1[CH2:22][OH:23].